This data is from NCI-60 drug combinations with 297,098 pairs across 59 cell lines. The task is: Regression. Given two drug SMILES strings and cell line genomic features, predict the synergy score measuring deviation from expected non-interaction effect. (1) Drug 1: CNC(=O)C1=NC=CC(=C1)OC2=CC=C(C=C2)NC(=O)NC3=CC(=C(C=C3)Cl)C(F)(F)F. Drug 2: CC1CCCC2(C(O2)CC(NC(=O)CC(C(C(=O)C(C1O)C)(C)C)O)C(=CC3=CSC(=N3)C)C)C. Cell line: NCI-H226. Synergy scores: CSS=36.2, Synergy_ZIP=1.24, Synergy_Bliss=3.22, Synergy_Loewe=-5.51, Synergy_HSA=3.37. (2) Drug 1: CCCCC(=O)OCC(=O)C1(CC(C2=C(C1)C(=C3C(=C2O)C(=O)C4=C(C3=O)C=CC=C4OC)O)OC5CC(C(C(O5)C)O)NC(=O)C(F)(F)F)O. Drug 2: C(CC(=O)O)C(=O)CN.Cl. Cell line: OVCAR-4. Synergy scores: CSS=17.5, Synergy_ZIP=2.47, Synergy_Bliss=5.49, Synergy_Loewe=2.16, Synergy_HSA=4.70. (3) Drug 1: CS(=O)(=O)CCNCC1=CC=C(O1)C2=CC3=C(C=C2)N=CN=C3NC4=CC(=C(C=C4)OCC5=CC(=CC=C5)F)Cl. Drug 2: C1C(C(OC1N2C=NC(=NC2=O)N)CO)O. Cell line: RPMI-8226. Synergy scores: CSS=31.9, Synergy_ZIP=1.17, Synergy_Bliss=-0.389, Synergy_Loewe=-21.8, Synergy_HSA=0.443.